From a dataset of NCI-60 drug combinations with 297,098 pairs across 59 cell lines. Regression. Given two drug SMILES strings and cell line genomic features, predict the synergy score measuring deviation from expected non-interaction effect. (1) Drug 1: C1=C(C(=O)NC(=O)N1)N(CCCl)CCCl. Drug 2: C1=NC2=C(N1)C(=S)N=C(N2)N. Cell line: IGROV1. Synergy scores: CSS=33.7, Synergy_ZIP=-4.03, Synergy_Bliss=-3.55, Synergy_Loewe=-0.142, Synergy_HSA=2.19. (2) Drug 1: CCC1(C2=C(COC1=O)C(=O)N3CC4=CC5=C(C=CC(=C5CN(C)C)O)N=C4C3=C2)O.Cl. Drug 2: C(CCl)NC(=O)N(CCCl)N=O. Cell line: MDA-MB-231. Synergy scores: CSS=16.4, Synergy_ZIP=-2.19, Synergy_Bliss=3.56, Synergy_Loewe=2.08, Synergy_HSA=3.28. (3) Drug 1: C1=CN(C(=O)N=C1N)C2C(C(C(O2)CO)O)O.Cl. Drug 2: C1=CC=C(C(=C1)C(C2=CC=C(C=C2)Cl)C(Cl)Cl)Cl. Cell line: HCT-15. Synergy scores: CSS=23.5, Synergy_ZIP=4.94, Synergy_Bliss=9.01, Synergy_Loewe=-23.7, Synergy_HSA=6.34. (4) Drug 1: CC(C1=C(C=CC(=C1Cl)F)Cl)OC2=C(N=CC(=C2)C3=CN(N=C3)C4CCNCC4)N. Drug 2: CS(=O)(=O)OCCCCOS(=O)(=O)C. Cell line: UACC62. Synergy scores: CSS=12.0, Synergy_ZIP=-1.81, Synergy_Bliss=2.22, Synergy_Loewe=-14.3, Synergy_HSA=1.81.